Task: Predict which catalyst facilitates the given reaction.. Dataset: Catalyst prediction with 721,799 reactions and 888 catalyst types from USPTO (1) Reactant: [OH-].[K+].C[O:4][C:5]([C:7]1[O:8][C:9]([N:12]2[CH:16]=[C:15]([C:17]3[CH:18]=[N:19][CH:20]=[CH:21][CH:22]=3)[N:14]=[N:13]2)=[CH:10][CH:11]=1)=[O:6].Cl. Product: [N:19]1[CH:20]=[CH:21][CH:22]=[C:17]([C:15]2[N:14]=[N:13][N:12]([C:9]3[O:8][C:7]([C:5]([OH:6])=[O:4])=[CH:11][CH:10]=3)[CH:16]=2)[CH:18]=1. The catalyst class is: 30. (2) Product: [CH3:35][C:8]1[CH:7]=[C:4]([C:5]#[N:6])[CH:3]=[C:2]2[C:9]=1[CH:10]=[C:11]([CH2:12][C:13]([OH:34])([CH2:18][C:19]1([CH3:33])[C:28]3[C:23](=[CH:24][CH:25]=[C:26]([S:29]([CH3:32])(=[O:31])=[O:30])[CH:27]=3)[O:22][CH2:21][CH2:20]1)[C:14]([F:17])([F:15])[F:16])[NH:1]2. The catalyst class is: 4. Reactant: [NH2:1][C:2]1[CH:3]=[C:4]([CH:7]=[C:8]([CH3:35])[C:9]=1[C:10]#[C:11][CH2:12][C:13]([OH:34])([CH2:18][C:19]1([CH3:33])[C:28]2[C:23](=[CH:24][CH:25]=[C:26]([S:29]([CH3:32])(=[O:31])=[O:30])[CH:27]=2)[O:22][CH2:21][CH2:20]1)[C:14]([F:17])([F:16])[F:15])[C:5]#[N:6].FC(F)(F)C(OC(=O)C(F)(F)F)=O.CN(C)C(=N)N(C)C.Cl.